This data is from Reaction yield outcomes from USPTO patents with 853,638 reactions. The task is: Predict the reaction yield, written as a fraction of the theoretical maximum amount of product (1.0 means a 100% yield; for example, 0.34 means a 34% yield). (1) The reactants are [C:1]1([C@@H:7]2[CH2:9][C@H:8]2[NH:10][CH2:11][CH2:12][CH:13]2[CH2:18][CH2:17][N:16]([C:19]([O:21][C:22]([CH3:25])([CH3:24])[CH3:23])=[O:20])[CH2:15][CH2:14]2)[CH:6]=[CH:5][CH:4]=[CH:3][CH:2]=1.[C:26](O[C:26]([C:28]([F:31])([F:30])[F:29])=[O:27])([C:28]([F:31])([F:30])[F:29])=[O:27]. The catalyst is C(Cl)Cl. The product is [F:29][C:28]([F:31])([F:30])[C:26]([N:10]([CH2:11][CH2:12][CH:13]1[CH2:18][CH2:17][N:16]([C:19]([O:21][C:22]([CH3:25])([CH3:24])[CH3:23])=[O:20])[CH2:15][CH2:14]1)[C@@H:8]1[CH2:9][C@H:7]1[C:1]1[CH:6]=[CH:5][CH:4]=[CH:3][CH:2]=1)=[O:27]. The yield is 0.422. (2) The reactants are [F:1][C:2]1[CH:7]=[CH:6][C:5]([C:8]2[CH:13]=[CH:12][C:11]([S:14]([CH3:17])(=[O:16])=[O:15])=[CH:10][C:9]=2[C:18]([N:20]2[CH2:25][CH2:24][N:23]([C:26]3[N:31]=[CH:30][C:29]([C:32](=[O:34])[CH3:33])=[CH:28][CH:27]=3)[CH2:22][CH2:21]2)=[O:19])=[CH:4][CH:3]=1.[BH4-].[Na+]. The catalyst is CO. The product is [F:1][C:2]1[CH:7]=[CH:6][C:5]([C:8]2[CH:13]=[CH:12][C:11]([S:14]([CH3:17])(=[O:16])=[O:15])=[CH:10][C:9]=2[C:18]([N:20]2[CH2:25][CH2:24][N:23]([C:26]3[N:31]=[CH:30][C:29]([CH:32]([OH:34])[CH3:33])=[CH:28][CH:27]=3)[CH2:22][CH2:21]2)=[O:19])=[CH:4][CH:3]=1. The yield is 0.650.